This data is from Catalyst prediction with 721,799 reactions and 888 catalyst types from USPTO. The task is: Predict which catalyst facilitates the given reaction. Reactant: C(NC(C)C)(C)C.C([Li])CCC.[Li+].CC([N-]C(C)C)C.[F:21][C:22]1[CH:27]=[CH:26][C:25]([F:28])=[CH:24][N:23]=1.[B:29](OC(C)C)([O:34]C(C)C)[O:30]C(C)C. Product: [F:21][C:22]1[CH:27]=[C:26]([B:29]([OH:34])[OH:30])[C:25]([F:28])=[CH:24][N:23]=1. The catalyst class is: 1.